This data is from Forward reaction prediction with 1.9M reactions from USPTO patents (1976-2016). The task is: Predict the product of the given reaction. (1) Given the reactants Cl[C:2]1[N:7]=[C:6]([C:8]2[CH:13]=[CH:12][CH:11]=[CH:10][CH:9]=2)[N:5]=[C:4]([C:14]2[CH:19]=[CH:18][CH:17]=[CH:16][CH:15]=2)[N:3]=1.[NH2:20][C:21]1[CH:26]=[CH:25][CH:24]=[CH:23][CH:22]=1, predict the reaction product. The product is: [C:14]1([C:4]2[N:5]=[C:6]([C:8]3[CH:13]=[CH:12][CH:11]=[CH:10][CH:9]=3)[N:7]=[C:2]([NH:20][C:21]3[CH:26]=[CH:25][CH:24]=[CH:23][CH:22]=3)[N:3]=2)[CH:19]=[CH:18][CH:17]=[CH:16][CH:15]=1. (2) Given the reactants Br[CH2:2][C:3]1[C:12]2[C:7](=[C:8]([F:14])[C:9]([F:13])=[CH:10][CH:11]=2)[NH:6][C:5](=[O:15])[CH:4]=1.[CH3:16][CH:17]1[CH2:19][CH:18]1[C:20]1[NH:24][C:23]2[CH:25]=[CH:26][CH:27]=[CH:28][C:22]=2[N:21]=1, predict the reaction product. The product is: [F:13][C:9]1[C:8]([F:14])=[C:7]2[C:12]([C:3]([CH2:2][N:21]3[C:22]4[CH:28]=[CH:27][CH:26]=[CH:25][C:23]=4[N:24]=[C:20]3[CH:18]3[CH2:19][CH:17]3[CH3:16])=[CH:4][C:5](=[O:15])[NH:6]2)=[CH:11][CH:10]=1. (3) Given the reactants [Cl:1][C:2]1[C:3]([C:20]2[N:24]3[CH:25]=[CH:26][CH:27]=[CH:28][C:23]3=[N:22][CH:21]=2)=[N:4][C:5]([NH:8][C:9]2[CH:17]=[CH:16][C:12]([C:13]([OH:15])=O)=[CH:11][C:10]=2[O:18][CH3:19])=[N:6][CH:7]=1.[N:29]1([CH2:35][CH2:36][OH:37])[CH2:34][CH2:33][NH:32][CH2:31][CH2:30]1, predict the reaction product. The product is: [Cl:1][C:2]1[C:3]([C:20]2[N:24]3[CH:25]=[CH:26][CH:27]=[CH:28][C:23]3=[N:22][CH:21]=2)=[N:4][C:5]([NH:8][C:9]2[CH:17]=[CH:16][C:12]([C:13]([N:32]3[CH2:33][CH2:34][N:29]([CH2:35][CH2:36][OH:37])[CH2:30][CH2:31]3)=[O:15])=[CH:11][C:10]=2[O:18][CH3:19])=[N:6][CH:7]=1. (4) Given the reactants [CH3:1][O:2][CH:3]1[CH2:12][CH2:11][C:10]2[CH:9]=[CH:8][CH:7]=[CH:6][C:5]=2[CH2:4]1.[Li]CCCC.[B:18](OC(C)C)([O:23]C(C)C)[O:19]C(C)C, predict the reaction product. The product is: [CH3:1][O:2][CH:3]1[CH:12]([B:18]([OH:23])[OH:19])[CH2:11][C:10]2[CH:9]=[CH:8][CH:7]=[CH:6][C:5]=2[CH2:4]1.